Dataset: Full USPTO retrosynthesis dataset with 1.9M reactions from patents (1976-2016). Task: Predict the reactants needed to synthesize the given product. Given the product [NH2:26][C:29]1[CH:34]=[CH:33][C:32]([C:35]2[S:39][C:38]([C:40]34[CH2:49][CH:44]5[CH2:45][CH:46]([CH2:48][C:42]([C:50]([O:52][CH3:53])=[O:51])([CH2:43]5)[CH2:41]3)[CH2:47]4)=[N:37][CH:36]=2)=[CH:31][CH:30]=1, predict the reactants needed to synthesize it. The reactants are: CC1OC(CC2CCC(C3SC(C4C=CC(N)=CC=4)=CN=3)CC2)=NN=1.[N+:26]([C:29]1[CH:34]=[CH:33][C:32]([C:35]2[S:39][C:38]([C:40]34[CH2:49][CH:44]5[CH2:45][CH:46]([CH2:48][C:42]([C:50]([O:52][CH3:53])=[O:51])([CH2:43]5)[CH2:41]3)[CH2:47]4)=[N:37][CH:36]=2)=[CH:31][CH:30]=1)([O-])=O.